Dataset: Forward reaction prediction with 1.9M reactions from USPTO patents (1976-2016). Task: Predict the product of the given reaction. Given the reactants CON(C)[C:4]([CH:6]1[CH2:11][CH2:10][CH2:9][N:8]([CH2:12][C:13]2[CH:18]=[CH:17][C:16]([O:19][CH3:20])=[CH:15][CH:14]=2)[CH2:7]1)=[O:5].[Cl-].[CH2:23]1[CH2:27]OC[CH2:24]1, predict the reaction product. The product is: [CH3:20][O:19][C:16]1[CH:15]=[CH:14][C:13]([CH2:12][N:8]2[CH2:9][CH2:10][CH2:11][CH:6]([C:4](=[O:5])[CH2:24][CH2:23][CH3:27])[CH2:7]2)=[CH:18][CH:17]=1.